From a dataset of Forward reaction prediction with 1.9M reactions from USPTO patents (1976-2016). Predict the product of the given reaction. Given the reactants [Cl:1][C:2]1[CH:3]=[C:4]([CH:6]=[C:7]([Cl:9])[CH:8]=1)[NH2:5].[CH2:10](C(=O)C([O-])=O)[CH3:11].[CH3:17]/[CH:18]=[CH:19]\[C:20]1[CH:31]=[C:28]([O:29][CH3:30])[C:25]([O:26][CH3:27])=[CH:24][C:21]=1[O:22][CH3:23].F[C:33](F)(F)[C:34]([OH:36])=[O:35], predict the reaction product. The product is: [CH2:10]([O:36][C:34]([CH:33]1[CH:18]([CH3:17])[CH:19]([C:20]2[CH:31]=[C:28]([O:29][CH3:30])[C:25]([O:26][CH3:27])=[CH:24][C:21]=2[O:22][CH3:23])[C:3]2[C:4](=[CH:6][C:7]([Cl:9])=[CH:8][C:2]=2[Cl:1])[NH:5]1)=[O:35])[CH3:11].